Predict the reaction yield, written as a fraction of the theoretical maximum amount of product (1.0 means a 100% yield; for example, 0.34 means a 34% yield). From a dataset of Reaction yield outcomes from USPTO patents with 853,638 reactions. The reactants are [OH:1][C:2]1[C:7]([CH2:8][CH2:9][CH3:10])=[C:6]([OH:11])[CH:5]=[CH:4][C:3]=1[C:12](=[O:14])[CH3:13].C(N(CC)CC)C.[CH3:22][N:23]([CH3:27])[C:24](Cl)=[S:25]. The catalyst is ClCCl. The product is [C:12]([C:3]1[CH:4]=[CH:5][C:6]([O:11][C:24](=[S:25])[N:23]([CH3:27])[CH3:22])=[C:7]([CH2:8][CH2:9][CH3:10])[C:2]=1[OH:1])(=[O:14])[CH3:13]. The yield is 0.410.